Dataset: Reaction yield outcomes from USPTO patents with 853,638 reactions. Task: Predict the reaction yield, written as a fraction of the theoretical maximum amount of product (1.0 means a 100% yield; for example, 0.34 means a 34% yield). (1) The reactants are [CH2:1]([O:16]C1CCCCO1)[CH2:2][CH2:3][CH2:4][C:5]#[C:6][CH2:7][CH2:8][CH2:9][CH2:10][CH2:11][CH2:12][CH2:13][C:14]#[CH:15].C1(C)C=CC(S(O)(=O)=O)=CC=1. The catalyst is CO. The product is [CH2:1]([OH:16])[CH2:2][CH2:3][CH2:4][C:5]#[C:6][CH2:7][CH2:8][CH2:9][CH2:10][CH2:11][CH2:12][CH2:13][C:14]#[CH:15]. The yield is 0.950. (2) The reactants are [C:1]([O:5][C:6]([NH:8][C@H:9]1[CH2:15][O:14][C:13]2[CH:16]=[CH:17][C:18]([C:20](O)=[O:21])=[CH:19][C:12]=2[N:11]([CH3:23])[C:10]1=[O:24])=[O:7])([CH3:4])([CH3:3])[CH3:2].ClC(N(C)C)=C(C)C.[NH2:33][CH2:34][CH2:35][C:36]#[N:37]. The catalyst is C(Cl)Cl. The product is [C:1]([O:5][C:6](=[O:7])[NH:8][C@H:9]1[CH2:15][O:14][C:13]2[CH:16]=[CH:17][C:18]([C:20](=[O:21])[NH:37][CH2:36][CH2:35][C:34]#[N:33])=[CH:19][C:12]=2[N:11]([CH3:23])[C:10]1=[O:24])([CH3:2])([CH3:4])[CH3:3]. The yield is 0.890.